Dataset: Reaction yield outcomes from USPTO patents with 853,638 reactions. Task: Predict the reaction yield, written as a fraction of the theoretical maximum amount of product (1.0 means a 100% yield; for example, 0.34 means a 34% yield). (1) The reactants are [NH2:1][C:2](=[S:15])[C@@H:3]([NH:7][C:8](=[O:14])[O:9][C:10]([CH3:13])([CH3:12])[CH3:11])[CH2:4][C:5]#[CH:6].[CH3:16]I. The catalyst is C(#N)C. The product is [C:10]([O:9][C:8]([NH:7][C@@H:3]([CH2:4][C:5]#[CH:6])[C:2]([S:15][CH3:16])=[NH:1])=[O:14])([CH3:11])([CH3:12])[CH3:13]. The yield is 0.880. (2) The reactants are Cl[Si:2]([CH3:13])([CH3:12])[CH:3]1[C:7]([CH3:8])=[C:6]([CH3:9])[C:5]([CH3:10])=[C:4]1[CH3:11].[C:14]([NH-:18])([CH3:17])([CH3:16])[CH3:15].[Li+]. The catalyst is O1CCCC1. The product is [C:14]([NH:18][Si:2]([CH:3]1[C:7]([CH3:8])=[C:6]([CH3:9])[C:5]([CH3:10])=[C:4]1[CH3:11])([CH3:13])[CH3:12])([CH3:17])([CH3:16])[CH3:15]. The yield is 0.810. (3) The reactants are [F:1][C:2]1[CH:7]=[CH:6][C:5]([C:8]([C:10]2[N:19]=[C:18]([NH:20][C:21]3[CH:25]=[C:24]([CH3:26])[NH:23][N:22]=3)[C:17]3[C:12](=[CH:13][CH:14]=[CH:15][CH:16]=3)[N:11]=2)=[O:9])=[CH:4][CH:3]=1.[ClH:27].O1CCOCC1. The catalyst is CO.C(Cl)Cl. The product is [ClH:27].[F:1][C:2]1[CH:7]=[CH:6][C:5]([CH:8]([C:10]2[N:19]=[C:18]([NH:20][C:21]3[CH:25]=[C:24]([CH3:26])[NH:23][N:22]=3)[C:17]3[C:12](=[CH:13][CH:14]=[CH:15][CH:16]=3)[N:11]=2)[OH:9])=[CH:4][CH:3]=1. The yield is 1.00. (4) The reactants are C([O-])=O.[Na+].C(N(CC)CC)C.[Cl:12][C:13]1[CH:18]=[C:17]([NH:19][CH2:20][C:21]([CH3:23])=[CH2:22])[C:16](I)=[CH:15][N:14]=1. The catalyst is [Cl-].C([N+](CCCC)(CCCC)CCCC)CCC.C1(C)C=CC=CC=1.O.C([O-])(=O)C.[Pd+2].C([O-])(=O)C. The product is [Cl:12][C:13]1[N:14]=[CH:15][C:16]2[C:21]([CH3:23])([CH3:22])[CH2:20][NH:19][C:17]=2[CH:18]=1. The yield is 0.890. (5) The reactants are [CH2:1]([OH:4])[C:2]#[CH:3].I[C:6]1[CH:15]=[CH:14][C:13]2[C:8](=[CH:9][CH:10]=[CH:11][CH:12]=2)[CH:7]=1.C(N(CC)CC)C. The catalyst is O1CCCC1.Cl[Pd](Cl)([P](C1C=CC=CC=1)(C1C=CC=CC=1)C1C=CC=CC=1)[P](C1C=CC=CC=1)(C1C=CC=CC=1)C1C=CC=CC=1.[Cu](I)I. The product is [CH:12]1[C:13]2[C:8](=[CH:7][CH:6]=[CH:15][CH:14]=2)[CH:9]=[CH:10][C:11]=1[C:3]#[C:2][CH2:1][OH:4]. The yield is 0.0100. (6) The reactants are Cl[C:2]1[N:11]=[CH:10][C:9]2[NH:8][CH2:7][CH:6]3[CH2:12][O:13][CH2:14][CH2:15][N:5]3[C:4]=2[N:3]=1.CC1(C)C(C)(C)OB([C:24]2[C:32]3[C:27](=[N:28][CH:29]=[CH:30][CH:31]=3)[N:26](C(OC(C)(C)C)=O)[CH:25]=2)O1.C([O-])(O)=O.[Na+]. The catalyst is O1CCOCC1.C1C=CC(P(C2C=CC=CC=2)[C-]2C=CC=C2)=CC=1.C1C=CC(P(C2C=CC=CC=2)[C-]2C=CC=C2)=CC=1.Cl[Pd]Cl.[Fe+2]. The product is [NH:26]1[C:27]2=[N:28][CH:29]=[CH:30][CH:31]=[C:32]2[C:24]([C:2]2[N:11]=[CH:10][C:9]3[NH:8][CH2:7][CH:6]4[CH2:12][O:13][CH2:14][CH2:15][N:5]4[C:4]=3[N:3]=2)=[CH:25]1. The yield is 0.150. (7) The reactants are [CH3:1][C:2]([C:4]1[CH:9]=[CH:8][C:7](Br)=[CH:6][CH:5]=1)=[O:3].[NH:11]1[CH:15]=[N:14][CH:13]=[N:12]1.C([O-])([O-])=O.[Cs+].[Cs+]. The catalyst is CN(C=O)C.O.[Cu]I. The product is [N:11]1([C:7]2[CH:8]=[CH:9][C:4]([C:2](=[O:3])[CH3:1])=[CH:5][CH:6]=2)[CH:15]=[N:14][CH:13]=[N:12]1. The yield is 0.960. (8) The reactants are N1C=[C-:4][N:3]=[N:2]1.[Na+].[Cl:7][C:8]1[CH:23]=[CH:22][C:11]([CH2:12][CH:13]2[C:17]3([O:19][CH2:18]3)[C:16]([CH3:21])([CH3:20])[CH2:15][CH2:14]2)=[CH:10][CH:9]=1.[CH3:24][N:25](C=O)C. No catalyst specified. The product is [Cl:7][C:8]1[CH:23]=[CH:22][C:11]([CH2:12][CH:13]2[C:17]([CH2:18][N:3]3[CH:4]=[N:25][CH:24]=[N:2]3)([OH:19])[C:16]([CH3:21])([CH3:20])[CH2:15][CH2:14]2)=[CH:10][CH:9]=1. The yield is 0.745. (9) The reactants are C1([C@H](NCC2C=CC=C(C(C)(C)C)C=2O)[C@@H](NCC2C=CC=C(C(C)(C)C)C=2[OH:27])C2C=CC=CC=2)C=CC=CC=1.[Cl:41][C:42]1[CH:43]=[C:44]2[C:48](=[CH:49][CH:50]=1)[C:47](=[O:51])[CH:46]([C:52]([O:54][CH3:55])=[O:53])[CH2:45]2.C(OO)(C)(C)C. The catalyst is C1(C)C=CC=CC=1.C/C(/[O-])=C/C(C)=O.C/C(/[O-])=C/C(C)=O.C/C(/[O-])=C/C(C)=O.C/C(/[O-])=C/C(C)=O.[Zr+4]. The product is [Cl:41][C:42]1[CH:43]=[C:44]2[C:48](=[CH:49][CH:50]=1)[C:47](=[O:51])[C:46]([OH:27])([C:52]([O:54][CH3:55])=[O:53])[CH2:45]2. The yield is 0.850. (10) The reactants are C([Li])CCC.[CH3:6][C:7]1[N:8]=[CH:9][S:10][CH:11]=1.CON(C)[C:15](=[O:17])[CH3:16]. The yield is 0.390. The product is [CH3:6][C:7]1[N:8]=[C:9]([C:15](=[O:17])[CH3:16])[S:10][CH:11]=1. The catalyst is CCOCC.